Task: Predict the reactants needed to synthesize the given product.. Dataset: Full USPTO retrosynthesis dataset with 1.9M reactions from patents (1976-2016) (1) Given the product [N:25]1([C:23]([C:10]2[C:11]3[CH2:20][S:19](=[O:22])(=[O:21])[C:18]4[CH:17]=[CH:16][CH:15]=[CH:14][C:13]=4[C:12]=3[N:8]([C:4]3[CH:5]=[CH:6][CH:7]=[C:2]([C:33]4[S:32][CH:36]=[CH:35][N:34]=4)[CH:3]=3)[N:9]=2)=[O:24])[CH2:30][CH2:29][O:28][CH2:27][CH2:26]1, predict the reactants needed to synthesize it. The reactants are: Br[C:2]1[CH:3]=[C:4]([N:8]2[C:12]3[C:13]4[CH:14]=[CH:15][CH:16]=[CH:17][C:18]=4[S:19](=[O:22])(=[O:21])[CH2:20][C:11]=3[C:10]([C:23]([N:25]3[CH2:30][CH2:29][O:28][CH2:27][CH2:26]3)=[O:24])=[N:9]2)[CH:5]=[CH:6][CH:7]=1.[Br-].[S:32]1[CH:36]=[CH:35][N:34]=[C:33]1[Zn+]. (2) Given the product [CH3:11][S:12]([C:2]1[CH:3]=[C:4]2[C:8](=[CH:9][CH:10]=1)[NH:7][N:6]=[CH:5]2)(=[O:14])=[O:13], predict the reactants needed to synthesize it. The reactants are: Br[C:2]1[CH:3]=[C:4]2[C:8](=[CH:9][CH:10]=1)[NH:7][N:6]=[CH:5]2.[CH3:11][S:12]([O-:14])=[O:13].[Na+].CNCCNC.O.